From a dataset of Forward reaction prediction with 1.9M reactions from USPTO patents (1976-2016). Predict the product of the given reaction. (1) Given the reactants C[O:2][C:3](=[O:22])[C:4]1[CH:9]=[CH:8][C:7]([CH:10]=[CH:11][C:12]2[C:20]3[C:15](=[CH:16][CH:17]=[CH:18][CH:19]=3)[NH:14][N:13]=2)=[C:6]([NH2:21])[CH:5]=1.C(N(CC)CC)C.[S:30]1[CH:34]=[CH:33][CH:32]=[C:31]1[C:35](Cl)=[O:36].C(=O)([O-])O.[Na+].[OH-].[Na+].Cl, predict the reaction product. The product is: [NH:14]1[C:15]2[C:20](=[CH:19][CH:18]=[CH:17][CH:16]=2)[C:12](/[CH:11]=[CH:10]/[C:7]2[CH:8]=[CH:9][C:4]([C:3]([OH:2])=[O:22])=[CH:5][C:6]=2[NH:21][C:35]([C:31]2[S:30][CH:34]=[CH:33][CH:32]=2)=[O:36])=[N:13]1. (2) Given the reactants [CH2:1]([O:3][C:4](=[O:10])/[CH:5]=[C:6](\[CH3:9])/[CH:7]=[O:8])[CH3:2].[CH3:11][O:12][C:13]1[CH:14]=[C:15]([Mg]Br)[CH:16]=[CH:17][CH:18]=1, predict the reaction product. The product is: [OH:8][CH:7]([C:17]1[CH:16]=[CH:15][CH:14]=[C:13]([O:12][CH3:11])[CH:18]=1)/[C:6](/[CH3:9])=[CH:5]/[C:4]([O:3][CH2:1][CH3:2])=[O:10]. (3) Given the reactants C([O:4][CH2:5][CH2:6][O:7][C:8]1[CH:9]=[CH:10][CH:11]=[C:12]2[C:16]=1[N:15]([CH3:17])[CH:14]=[C:13]2[S:18]([NH:21][C:22](=[O:31])[NH:23][C:24]1[S:25][C:26]([O:29][CH3:30])=[CH:27][N:28]=1)(=[O:20])=[O:19])(=O)C.C(=O)([O-])[O-].[Na+].[Na+].[OH-].[Na+], predict the reaction product. The product is: [OH:4][CH2:5][CH2:6][O:7][C:8]1[CH:9]=[CH:10][CH:11]=[C:12]2[C:16]=1[N:15]([CH3:17])[CH:14]=[C:13]2[S:18]([NH:21][C:22](=[O:31])[NH:23][C:24]1[S:25][C:26]([O:29][CH3:30])=[CH:27][N:28]=1)(=[O:19])=[O:20]. (4) Given the reactants C1([Li])C=CC=CC=1.[Cl-].[C:9]1([CH2:14][P+](C2C=CC=CC=2)(C2C=CC=CC=2)C2C=CC=CC=2)[S:13][CH:12]=[CH:11][CH:10]=1.[CH2:34]([N:38]([CH2:51][CH2:52][CH2:53][CH3:54])[C:39]1[CH:44]=[CH:43][C:42]([CH:45]=[CH:46][CH:47]=O)=[C:41]([O:49][CH3:50])[CH:40]=1)[CH2:35][CH2:36][CH3:37].O, predict the reaction product. The product is: [CH2:34]([N:38]([CH2:51][CH2:52][CH2:53][CH3:54])[C:39]1[CH:44]=[CH:43][C:42]([CH:45]=[CH:46][CH:47]=[CH:14][C:9]2[S:13][CH:12]=[CH:11][CH:10]=2)=[C:41]([O:49][CH3:50])[CH:40]=1)[CH2:35][CH2:36][CH3:37]. (5) Given the reactants Br[C:2]1[CH:3]=[C:4]([S:12]([NH2:15])(=[O:14])=[O:13])[CH:5]=[C:6]([CH:10]=[O:11])[C:7]=1[O:8][CH3:9].[C:16]([C:18]1[CH:19]=[CH:20][C:21]([O:27][CH3:28])=[C:22](B(O)O)[CH:23]=1)#[N:17], predict the reaction product. The product is: [C:16]([C:18]1[CH:19]=[CH:20][C:21]([O:27][CH3:28])=[C:22]([C:2]2[C:7]([O:8][CH3:9])=[C:6]([CH:10]=[O:11])[CH:5]=[C:4]([S:12]([NH2:15])(=[O:14])=[O:13])[CH:3]=2)[CH:23]=1)#[N:17]. (6) Given the reactants C(=O)([O-])[O-].[Na+].[Na+].[C:7]([O:10][CH:11]=[CH2:12])(=O)[CH3:8].C[C:14]12[O:20][CH:19]1[CH2:18]C(CO)[CH2:16][CH2:15]2, predict the reaction product. The product is: [CH3:12][C:11]12[O:10][CH:7]1[CH2:8][CH:14]([O:20][CH:19]=[CH2:18])[CH2:15][CH2:16]2. (7) Given the reactants [NH2:1][C:2]1[N:7]=[C:6]([N:8]2[CH2:22][CH2:21][C:11]3([CH2:15][NH:14][C@H:13]([C:16]([O:18]CC)=[O:17])[CH2:12]3)[CH2:10][CH2:9]2)[CH:5]=[C:4]([O:23][C@H:24]([C:29]2[CH:30]=[C:31]3[C:36](=[CH:37][CH:38]=2)[N:35]=[CH:34][NH:33][CH2:32]3)[C:25]([F:28])([F:27])[F:26])[N:3]=1.[Li+].[OH-], predict the reaction product. The product is: [NH2:1][C:2]1[N:7]=[C:6]([N:8]2[CH2:9][CH2:10][C:11]3([CH2:15][NH:14][C@H:13]([C:16]([OH:18])=[O:17])[CH2:12]3)[CH2:21][CH2:22]2)[CH:5]=[C:4]([O:23][C@H:24]([C:29]2[CH:30]=[C:31]3[C:36](=[CH:37][CH:38]=2)[N:35]=[CH:34][NH:33][CH2:32]3)[C:25]([F:28])([F:27])[F:26])[N:3]=1. (8) Given the reactants [F:1][C:2]([F:18])([F:17])[C:3]([O:5][CH2:6][C:7]1[C:8]2[C:15](C)=[CH:14][CH:13]=[CH:12][C:9]=2[S:10][CH:11]=1)=[O:4].[C:19]1(C)C=CC=CC=1, predict the reaction product. The product is: [F:18][C:2]([F:1])([F:17])[C:3]([O:5][CH2:6][C:7]1[C:8]2[CH:15]=[CH:14][C:13]([CH3:19])=[CH:12][C:9]=2[S:10][CH:11]=1)=[O:4]. (9) Given the reactants [CH:1]1([C:4]2[N:9]=[CH:8][C:7]([OH:10])=[CH:6][N:5]=2)[CH2:3][CH2:2]1.C(N(CC)CC)C.[F:18][C:19]([F:32])([F:31])[S:20](O[S:20]([C:19]([F:32])([F:31])[F:18])(=[O:22])=[O:21])(=[O:22])=[O:21], predict the reaction product. The product is: [F:18][C:19]([F:32])([F:31])[S:20]([O:10][C:7]1[CH:6]=[N:5][C:4]([CH:1]2[CH2:3][CH2:2]2)=[N:9][CH:8]=1)(=[O:22])=[O:21]. (10) Given the reactants [OH:1][CH:2]1[CH2:5][N:4]([C:6]([CH:8]2[CH2:14][CH2:13][CH2:12][N:11]([C:15]([O:17][CH2:18][C:19]3[CH:24]=[CH:23][CH:22]=[CH:21][CH:20]=3)=[O:16])[CH2:10][CH2:9]2)=[O:7])[CH2:3]1.Cl[C:26]1[CH:31]=[CH:30][N:29]=[C:28]([CH3:32])[CH:27]=1.[H-].[Na+], predict the reaction product. The product is: [CH3:32][C:28]1[N:29]=[CH:30][C:31]([O:1][CH:2]2[CH2:3][N:4]([C:6]([CH:8]3[CH2:14][CH2:13][CH2:12][N:11]([C:15]([O:17][CH2:18][C:19]4[CH:24]=[CH:23][CH:22]=[CH:21][CH:20]=4)=[O:16])[CH2:10][CH2:9]3)=[O:7])[CH2:5]2)=[CH:26][CH:27]=1.